This data is from Full USPTO retrosynthesis dataset with 1.9M reactions from patents (1976-2016). The task is: Predict the reactants needed to synthesize the given product. (1) Given the product [Br:16][C:8]1[CH:7]=[C:6]([CH:11]=[CH:10][C:9]=1[O:12][CH:13]([CH3:15])[CH3:14])[C:5]([OH:17])=[O:4], predict the reactants needed to synthesize it. The reactants are: C([O:4][C:5](=[O:17])[C:6]1[CH:11]=[CH:10][C:9]([O:12][CH:13]([CH3:15])[CH3:14])=[C:8]([Br:16])[CH:7]=1)(C)C. (2) The reactants are: [I-].[CH2:2]([O:9][C:10]1[CH:18]=[C:17]2[C:13]([C:14]([CH2:19][N+](C)(C)C)=[CH:15][NH:16]2)=[CH:12][CH:11]=1)[C:3]1[CH:8]=[CH:7][CH:6]=[CH:5][CH:4]=1.[C-:24]#[N:25].[Na+]. Given the product [CH2:2]([O:9][C:10]1[CH:18]=[C:17]2[C:13]([C:14]([CH2:19][C:24]#[N:25])=[CH:15][NH:16]2)=[CH:12][CH:11]=1)[C:3]1[CH:4]=[CH:5][CH:6]=[CH:7][CH:8]=1, predict the reactants needed to synthesize it. (3) The reactants are: ClCCl.C(Cl)(=O)C(Cl)=O.CS(C)=O.[OH:14][CH2:15][CH2:16][N:17]1[C:26]2[C:21](=[CH:22][CH:23]=[C:24]([C:27]([F:30])([F:29])[F:28])[CH:25]=2)[C:20]([O:31][CH3:32])=[CH:19][C:18]1=[O:33]. Given the product [CH3:32][O:31][C:20]1[C:21]2[C:26](=[CH:25][C:24]([C:27]([F:28])([F:29])[F:30])=[CH:23][CH:22]=2)[N:17]([CH2:16][CH:15]=[O:14])[C:18](=[O:33])[CH:19]=1, predict the reactants needed to synthesize it. (4) Given the product [Cl:13][C:14]1[CH:21]=[CH:20][C:17]([CH2:18][NH:1][CH2:2][CH2:3][NH:4][C:5](=[O:7])[CH3:6])=[CH:16][CH:15]=1, predict the reactants needed to synthesize it. The reactants are: [NH2:1][CH2:2][CH2:3][NH:4][C:5](=[O:7])[CH3:6].C([O-])(O)=O.[Na+].[Cl:13][C:14]1[CH:21]=[CH:20][C:17]([CH:18]=O)=[CH:16][CH:15]=1.[BH4-].[Na+]. (5) Given the product [Cl:25][C:26]1[C:31]([O:32][C:2]2[N:7]=[C:6]([O:8][CH3:9])[N:5]=[C:4]([NH:10][C:11]3[CH:16]=[CH:15][C:14]([N:17]4[CH:21]=[C:20]([CH3:22])[N:19]=[CH:18]4)=[C:13]([O:23][CH3:24])[CH:12]=3)[N:3]=2)=[CH:30][CH:29]=[CH:28][N:27]=1, predict the reactants needed to synthesize it. The reactants are: Cl[C:2]1[N:7]=[C:6]([O:8][CH3:9])[N:5]=[C:4]([NH:10][C:11]2[CH:16]=[CH:15][C:14]([N:17]3[CH:21]=[C:20]([CH3:22])[N:19]=[CH:18]3)=[C:13]([O:23][CH3:24])[CH:12]=2)[N:3]=1.[Cl:25][C:26]1[C:31]([OH:32])=[CH:30][CH:29]=[CH:28][N:27]=1. (6) Given the product [Br:18][CH2:16][C:15]([C:7]1[CH:8]=[C:9]([CH2:11][O:12][CH2:13][CH3:14])[CH:10]=[C:5]([C:1]([CH3:2])([CH3:4])[CH3:3])[CH:6]=1)=[O:17], predict the reactants needed to synthesize it. The reactants are: [C:1]([C:5]1[CH:6]=[C:7]([C:15](=[O:17])[CH3:16])[CH:8]=[C:9]([CH2:11][O:12][CH2:13][CH3:14])[CH:10]=1)([CH3:4])([CH3:3])[CH3:2].[Br-:18].[Br-].[Br-].C1([N+](C)(C)C)C=CC=CC=1.C1([N+](C)(C)C)C=CC=CC=1.C1([N+](C)(C)C)C=CC=CC=1.